Dataset: NCI-60 drug combinations with 297,098 pairs across 59 cell lines. Task: Regression. Given two drug SMILES strings and cell line genomic features, predict the synergy score measuring deviation from expected non-interaction effect. (1) Drug 1: CC1=C(C=C(C=C1)NC2=NC=CC(=N2)N(C)C3=CC4=NN(C(=C4C=C3)C)C)S(=O)(=O)N.Cl. Drug 2: C1CC(=O)NC(=O)C1N2CC3=C(C2=O)C=CC=C3N. Cell line: SK-OV-3. Synergy scores: CSS=-4.69, Synergy_ZIP=-0.628, Synergy_Bliss=-3.48, Synergy_Loewe=-5.73, Synergy_HSA=-5.32. (2) Drug 1: C1C(C(OC1N2C=NC3=C2NC=NCC3O)CO)O. Drug 2: C(CCl)NC(=O)N(CCCl)N=O. Cell line: MCF7. Synergy scores: CSS=-0.950, Synergy_ZIP=1.23, Synergy_Bliss=1.81, Synergy_Loewe=-3.01, Synergy_HSA=-2.03. (3) Drug 1: C1C(C(OC1N2C=NC3=C2NC=NCC3O)CO)O. Drug 2: C1CCC(C(C1)N)N.C(=O)(C(=O)[O-])[O-].[Pt+4]. Cell line: KM12. Synergy scores: CSS=2.71, Synergy_ZIP=-2.61, Synergy_Bliss=2.18, Synergy_Loewe=-5.82, Synergy_HSA=-0.677. (4) Drug 1: CC(C1=C(C=CC(=C1Cl)F)Cl)OC2=C(N=CC(=C2)C3=CN(N=C3)C4CCNCC4)N. Drug 2: C(CN)CNCCSP(=O)(O)O. Cell line: HS 578T. Synergy scores: CSS=-1.56, Synergy_ZIP=2.84, Synergy_Bliss=2.32, Synergy_Loewe=-4.11, Synergy_HSA=-3.31. (5) Drug 1: CN(C)N=NC1=C(NC=N1)C(=O)N. Drug 2: CC1C(C(CC(O1)OC2CC(CC3=C2C(=C4C(=C3O)C(=O)C5=CC=CC=C5C4=O)O)(C(=O)C)O)N)O. Cell line: SNB-19. Synergy scores: CSS=31.9, Synergy_ZIP=-0.667, Synergy_Bliss=-1.69, Synergy_Loewe=-46.3, Synergy_HSA=-1.97. (6) Drug 1: CC12CCC(CC1=CCC3C2CCC4(C3CC=C4C5=CN=CC=C5)C)O. Drug 2: CCN(CC)CCNC(=O)C1=C(NC(=C1C)C=C2C3=C(C=CC(=C3)F)NC2=O)C. Cell line: 786-0. Synergy scores: CSS=3.31, Synergy_ZIP=-1.61, Synergy_Bliss=-1.24, Synergy_Loewe=-7.56, Synergy_HSA=-4.46. (7) Drug 1: CC12CCC(CC1=CCC3C2CCC4(C3CC=C4C5=CN=CC=C5)C)O. Drug 2: CC1=C(C=C(C=C1)NC2=NC=CC(=N2)N(C)C3=CC4=NN(C(=C4C=C3)C)C)S(=O)(=O)N.Cl. Cell line: SNB-75. Synergy scores: CSS=7.90, Synergy_ZIP=-0.974, Synergy_Bliss=5.27, Synergy_Loewe=4.73, Synergy_HSA=4.91. (8) Drug 1: CC(CN1CC(=O)NC(=O)C1)N2CC(=O)NC(=O)C2. Drug 2: C1=NC(=NC(=O)N1C2C(C(C(O2)CO)O)O)N. Cell line: NCI/ADR-RES. Synergy scores: CSS=7.50, Synergy_ZIP=0.0262, Synergy_Bliss=5.19, Synergy_Loewe=1.19, Synergy_HSA=3.82.